From a dataset of Full USPTO retrosynthesis dataset with 1.9M reactions from patents (1976-2016). Predict the reactants needed to synthesize the given product. (1) The reactants are: Br[C:2]1[CH:7]=[CH:6][C:5]([C:8]([N:10]2[CH2:15][CH2:14][N:13]([C:16]3[C:21]([CH3:22])=[CH:20][C:19]([CH:23]4[CH2:25][CH2:24]4)=[CH:18][N:17]=3)[CH2:12][CH2:11]2)=[O:9])=[CH:4][CH:3]=1.[C:26]([N:29]1[CH2:33][CH2:32][NH:31][C:30]1=[O:34])(=[O:28])[CH3:27]. Given the product [C:26]([N:29]1[CH2:33][CH2:32][N:31]([C:2]2[CH:7]=[CH:6][C:5]([C:8]([N:10]3[CH2:15][CH2:14][N:13]([C:16]4[C:21]([CH3:22])=[CH:20][C:19]([CH:23]5[CH2:25][CH2:24]5)=[CH:18][N:17]=4)[CH2:12][CH2:11]3)=[O:9])=[CH:4][CH:3]=2)[C:30]1=[O:34])(=[O:28])[CH3:27], predict the reactants needed to synthesize it. (2) Given the product [Br-:30].[O:33]=[C:32]([C:34]1[CH:39]=[CH:38][CH:37]=[CH:36][CH:35]=1)[CH2:31][N+:13]12[CH2:18][CH2:17][CH:16]([CH2:15][CH2:14]1)[C@@H:11]([O:10][C:8](=[O:9])[CH:7]([C:1]1[CH:2]=[CH:3][CH:4]=[CH:5][CH:6]=1)[NH:19][S:20]([CH2:23][C:24]1[CH:25]=[CH:26][CH:27]=[CH:28][CH:29]=1)(=[O:22])=[O:21])[CH2:12]2, predict the reactants needed to synthesize it. The reactants are: [C:1]1([CH:7]([NH:19][S:20]([CH2:23][C:24]2[CH:29]=[CH:28][CH:27]=[CH:26][CH:25]=2)(=[O:22])=[O:21])[C:8]([O:10][C@@H:11]2[CH:16]3[CH2:17][CH2:18][N:13]([CH2:14][CH2:15]3)[CH2:12]2)=[O:9])[CH:6]=[CH:5][CH:4]=[CH:3][CH:2]=1.[Br:30][CH2:31][C:32]([C:34]1[CH:39]=[CH:38][CH:37]=[CH:36][CH:35]=1)=[O:33]. (3) Given the product [ClH:8].[ClH:8].[CH3:1][O:2][C:3]1[CH:10]=[CH:9][C:6]([CH2:7][N:11]2[CH2:16][CH2:15][NH:14][CH2:13][CH2:12]2)=[CH:5][CH:4]=1, predict the reactants needed to synthesize it. The reactants are: [CH3:1][O:2][C:3]1[CH:10]=[CH:9][C:6]([CH2:7][Cl:8])=[CH:5][CH:4]=1.[NH:11]1[CH2:16][CH2:15][NH:14][CH2:13][CH2:12]1.